Task: Regression/Classification. Given a drug SMILES string, predict its toxicity properties. Task type varies by dataset: regression for continuous values (e.g., LD50, hERG inhibition percentage) or binary classification for toxic/non-toxic outcomes (e.g., AMES mutagenicity, cardiotoxicity, hepatotoxicity). Dataset: herg_karim.. Dataset: hERG potassium channel inhibition data for cardiac toxicity prediction from Karim et al. (1) The compound is C[C@H]([C@@H](O)c1ccc2c(c1)CCC(=O)N2)N1CCC(O)(c2ccc3c(c2)COCC3)CC1. The result is 0 (non-blocker). (2) The molecule is N#Cc1ccc2cc1Oc1cccc(c1)CN1CC[C@@H](NCc3cncn3C2)C1=O. The result is 1 (blocker). (3) The compound is NC1=NC2(CO1)c1cc(-c3cncnc3)ccc1OC1(CCCC1)C21COC1. The result is 0 (non-blocker). (4) The molecule is COc1c(OC(C)(C)C)cc(CN2CC(=O)N(CCCCCC(c3ccc(F)cc3)c3ccc(F)cc3)CC2=O)cc1OC(C)(C)C. The result is 0 (non-blocker).